From a dataset of Forward reaction prediction with 1.9M reactions from USPTO patents (1976-2016). Predict the product of the given reaction. (1) Given the reactants [CH3:1][O:2][C:3]1[CH:11]=[C:10]2[C:6]([CH:7]=[N:8][NH:9]2)=[CH:5][C:4]=1[NH:12][C:13]1[C:14]2[C:21]3[CH2:22][CH2:23][C:24]([CH3:29])([C:26]([OH:28])=O)[CH2:25][C:20]=3[S:19][C:15]=2[N:16]=[CH:17][N:18]=1.[CH2:30]([N:32](C(C)C)[CH:33](C)C)C.CNC.C(P1(=O)OP(=O)(CCC)OP(=O)(CCC)O1)CC, predict the reaction product. The product is: [CH3:1][O:2][C:3]1[CH:11]=[C:10]2[C:6]([CH:7]=[N:8][NH:9]2)=[CH:5][C:4]=1[NH:12][C:13]1[C:14]2[C:21]3[CH2:22][CH2:23][C:24]([CH3:29])([C:26]([N:32]([CH3:33])[CH3:30])=[O:28])[CH2:25][C:20]=3[S:19][C:15]=2[N:16]=[CH:17][N:18]=1. (2) Given the reactants [CH3:1][O:2][C:3]1[CH:4]=[C:5]([CH:33]=[CH:34][CH:35]=1)[CH2:6][C:7]1[CH:8]=[CH:9][N:10]2[C:15]=1[C:14](=[O:16])[N:13]([C:17]1[CH:22]=[CH:21][CH:20]=[CH:19][CH:18]=1)[C:12]([C@@H:23]([NH:25]C(=O)OC(C)(C)C)[CH3:24])=[N:11]2.Cl.O1CCOCC1, predict the reaction product. The product is: [NH2:25][C@H:23]([C:12]1[N:13]([C:17]2[CH:18]=[CH:19][CH:20]=[CH:21][CH:22]=2)[C:14](=[O:16])[C:15]2=[C:7]([CH2:6][C:5]3[CH:33]=[CH:34][CH:35]=[C:3]([O:2][CH3:1])[CH:4]=3)[CH:8]=[CH:9][N:10]2[N:11]=1)[CH3:24].